The task is: Predict the product of the given reaction.. This data is from Forward reaction prediction with 1.9M reactions from USPTO patents (1976-2016). (1) Given the reactants [S:1]1[C:5]2[CH:6]=[CH:7][CH:8]=[CH:9][C:4]=2[C:3](=[O:10])[NH:2]1.[CH3:11][C:12]1[CH:21]=[CH:20][C:15]([CH2:16][N:17]=[C:18]=[O:19])=[CH:14][CH:13]=1, predict the reaction product. The product is: [CH3:11][C:12]1[CH:21]=[CH:20][C:15]([CH2:16][NH:17][C:18]([N:2]2[C:3](=[O:10])[C:4]3[CH:9]=[CH:8][CH:7]=[CH:6][C:5]=3[S:1]2)=[O:19])=[CH:14][CH:13]=1. (2) Given the reactants [CH3:1][O:2][C:3](=[O:25])[CH2:4][CH2:5][C:6]1[C:14]2[C:9](=[CH:10][CH:11]=[C:12](Br)[CH:13]=2)[N:8]([S:16]([C:19]2[CH:24]=[CH:23][CH:22]=[CH:21][CH:20]=2)(=[O:18])=[O:17])[CH:7]=1.[C:26]1(B(O)O)[CH:31]=[CH:30][CH:29]=[CH:28][CH:27]=1, predict the reaction product. The product is: [CH3:1][O:2][C:3](=[O:25])[CH2:4][CH2:5][C:6]1[C:14]2[C:9](=[CH:10][CH:11]=[C:12]([C:26]3[CH:31]=[CH:30][CH:29]=[CH:28][CH:27]=3)[CH:13]=2)[N:8]([S:16]([C:19]2[CH:24]=[CH:23][CH:22]=[CH:21][CH:20]=2)(=[O:18])=[O:17])[CH:7]=1. (3) Given the reactants [CH:1]([NH:4][CH:5]1[CH2:14][C:13]2[C:8](=[CH:9][CH:10]=[CH:11][C:12]=2[O:15][CH3:16])[O:7][CH2:6]1)([CH3:3])[CH3:2].[F:17][C:18]1[CH:19]=[C:20]2[C:24](=[CH:25][CH:26]=1)[NH:23][CH:22]=[C:21]2[CH2:27][CH2:28][CH:29]=O.C(O)(=O)C.C([BH3-])#N.[Na+], predict the reaction product. The product is: [F:17][C:18]1[CH:19]=[C:20]2[C:24](=[CH:25][CH:26]=1)[NH:23][CH:22]=[C:21]2[CH2:27][CH2:28][CH2:29][N:4]([CH:1]([CH3:3])[CH3:2])[CH:5]1[CH2:14][C:13]2[C:8](=[CH:9][CH:10]=[CH:11][C:12]=2[O:15][CH3:16])[O:7][CH2:6]1. (4) Given the reactants [Cl:1][C:2]1[CH:7]=[C:6]([Cl:8])[CH:5]=[CH:4][C:3]=1[CH:9]1[S:15][CH2:14][C:13](=O)[N:12]([CH2:17][C:18]([O:20][CH3:21])=[O:19])[C:11]2[N:22]([CH3:31])[N:23]=[C:24]([C:25]3[CH:30]=[CH:29][CH:28]=[CH:27][N:26]=3)[C:10]1=2.B.C1COCC1.Cl.[OH-].[Na+], predict the reaction product. The product is: [Cl:1][C:2]1[CH:7]=[C:6]([Cl:8])[CH:5]=[CH:4][C:3]=1[CH:9]1[S:15][CH2:14][CH2:13][N:12]([CH2:17][C:18]([O:20][CH3:21])=[O:19])[C:11]2[N:22]([CH3:31])[N:23]=[C:24]([C:25]3[CH:30]=[CH:29][CH:28]=[CH:27][N:26]=3)[C:10]1=2. (5) Given the reactants [CH:1](NC(C)C)(C)C.C([Li])CCC.[Cl:13][C:14]1[CH:19]=[CH:18][CH:17]=[CH:16][C:15]=1[CH2:20][O:21][C:22]1[C:27]([O:28][CH2:29][C:30]2[CH:35]=[CH:34][CH:33]=[CH:32][C:31]=2[Cl:36])=[CH:26][CH:25]=[CH:24][C:23]=1[CH:37]([OH:41])[C:38]([OH:40])=[O:39].CI, predict the reaction product. The product is: [Cl:36][C:31]1[CH:32]=[CH:33][CH:34]=[CH:35][C:30]=1[CH:29]([O:28][C:27]1[C:22]([O:21][CH2:20][C:15]2[CH:16]=[CH:17][CH:18]=[CH:19][C:14]=2[Cl:13])=[C:23]([CH:37]([OH:41])[C:38]([OH:40])=[O:39])[CH:24]=[CH:25][CH:26]=1)[CH3:1]. (6) Given the reactants [Cl:1][C:2]1[CH:3]=[C:4]2[C:9](=[CH:10][CH:11]=1)[N:8]=[CH:7][CH:6]=[C:5]2[CH2:12][N:13]1[C:21]([C:22]2[N:23]=[C:24]([NH:28]C(=O)OC(C)(C)C)[S:25][C:26]=2[CH3:27])=[C:20]2[C:15]([N:16]([CH2:39][CH:40]3[CH2:42][CH2:41]3)[C:17](=[O:38])[N:18]([CH3:37])[C:19]2=[O:36])=[N:14]1.C(O)(C(F)(F)F)=O, predict the reaction product. The product is: [NH2:28][C:24]1[S:25][C:26]([CH3:27])=[C:22]([C:21]2[N:13]([CH2:12][C:5]3[C:4]4[C:9](=[CH:10][CH:11]=[C:2]([Cl:1])[CH:3]=4)[N:8]=[CH:7][CH:6]=3)[N:14]=[C:15]3[C:20]=2[C:19](=[O:36])[N:18]([CH3:37])[C:17](=[O:38])[N:16]3[CH2:39][CH:40]2[CH2:41][CH2:42]2)[N:23]=1. (7) Given the reactants [Si]([O:8][C:9]1[C:10]([F:20])=[C:11]([CH:14]=[C:15]([O:17][CH2:18][CH3:19])[CH:16]=1)[CH:12]=[O:13])(C(C)(C)C)(C)C.CCCC[N+](CCCC)(CCCC)CCCC.[F-], predict the reaction product. The product is: [CH2:18]([O:17][C:15]1[CH:16]=[C:9]([OH:8])[C:10]([F:20])=[C:11]([CH:14]=1)[CH:12]=[O:13])[CH3:19]. (8) Given the reactants CN1CCOCC1.[CH3:8][N:9]([CH3:27])[C:10]1[CH:15]=[CH:14][C:13]([CH2:16][C:17]([N:19]2[CH2:26][CH2:25][CH2:24][C@@H:20]2[C:21]([OH:23])=O)=[O:18])=[CH:12][CH:11]=1.ClC(OCC)=O.Cl.[Br:35][C:36]1[CH:50]=[C:49]([Cl:51])[CH:48]=[CH:47][C:37]=1[CH2:38][O:39][C:40]1[CH:46]=[CH:45][CH:44]=[CH:43][C:41]=1[NH2:42], predict the reaction product. The product is: [Br:35][C:36]1[CH:50]=[C:49]([Cl:51])[CH:48]=[CH:47][C:37]=1[CH2:38][O:39][C:40]1[CH:46]=[CH:45][CH:44]=[CH:43][C:41]=1[NH:42][C:21]([C@H:20]1[CH2:24][CH2:25][CH2:26][N:19]1[C:17](=[O:18])[CH2:16][C:13]1[CH:12]=[CH:11][C:10]([N:9]([CH3:8])[CH3:27])=[CH:15][CH:14]=1)=[O:23]. (9) Given the reactants [CH3:1][O:2][C:3]1[CH:4]=[C:5]2[C:10](=[CH:11][CH:12]=1)[CH:9]=[C:8]([C:13]1[N:14]=[C:15]([C:24]([CH3:28])([CH3:27])[CH2:25][NH2:26])[NH:16][C:17]=1[C:18]1[CH:23]=[CH:22][N:21]=[CH:20][CH:19]=1)[CH:7]=[CH:6]2.[CH:29](=O)[CH2:30][CH2:31][CH3:32], predict the reaction product. The product is: [CH2:29]([N:26]([CH2:4][CH2:3][CH2:12][CH3:11])[CH2:25][C:24]([C:15]1[NH:16][C:17]([C:18]2[CH:23]=[CH:22][N:21]=[CH:20][CH:19]=2)=[C:13]([C:8]2[CH:7]=[CH:6][C:5]3[C:10](=[CH:11][CH:12]=[C:3]([O:2][CH3:1])[CH:4]=3)[CH:9]=2)[N:14]=1)([CH3:28])[CH3:27])[CH2:30][CH2:31][CH3:32]. (10) Given the reactants CS([C:5]1[N:10]=[C:9]([C:11]2[CH:12]=[C:13]3[CH:29]=[N:28][NH:27][C:14]3=[N:15][C:16]=2[C:17]2[CH:22]=[CH:21][CH:20]=[C:19]([C:23]([F:26])([F:25])[F:24])[CH:18]=2)[CH:8]=[CH:7][N:6]=1)(=O)=O.[CH:30]1([CH2:33][NH2:34])[CH2:32][CH2:31]1, predict the reaction product. The product is: [CH:30]1([CH2:33][NH:34][C:5]2[N:10]=[C:9]([C:11]3[CH:12]=[C:13]4[CH:29]=[N:28][NH:27][C:14]4=[N:15][C:16]=3[C:17]3[CH:22]=[CH:21][CH:20]=[C:19]([C:23]([F:25])([F:26])[F:24])[CH:18]=3)[CH:8]=[CH:7][N:6]=2)[CH2:32][CH2:31]1.